This data is from CYP2C19 inhibition data for predicting drug metabolism from PubChem BioAssay. The task is: Regression/Classification. Given a drug SMILES string, predict its absorption, distribution, metabolism, or excretion properties. Task type varies by dataset: regression for continuous measurements (e.g., permeability, clearance, half-life) or binary classification for categorical outcomes (e.g., BBB penetration, CYP inhibition). Dataset: cyp2c19_veith. (1) The compound is CCCCCCNCc1cccc(Br)c1.Cl. The result is 1 (inhibitor). (2) The compound is CCOC(=O)CSc1n[nH]c(NC(=O)c2ccccc2)n1. The result is 1 (inhibitor). (3) The compound is O=C(NC12CC3CC(CC(C3)C1)C2)C12CC3CC(C1)CC(n1cnc(Cl)n1)(C3)C2. The result is 1 (inhibitor).